Dataset: Full USPTO retrosynthesis dataset with 1.9M reactions from patents (1976-2016). Task: Predict the reactants needed to synthesize the given product. (1) Given the product [N+:84]([C:56]1[CH:57]=[CH:58][C:59]([NH:61][CH2:62][CH2:63][NH:64][C:65]2[N:66]=[C:2]([C:9]3[CH:14]=[CH:13][CH:12]=[CH:11][CH:10]=3)[C:3]([C:4]([O:6][CH2:7][CH3:8])=[O:5])=[CH:69][CH:70]=2)=[N:60][CH:55]=1)([O-:86])=[O:85], predict the reactants needed to synthesize it. The reactants are: O=[C:2]([C:9]1[CH:14]=[CH:13][CH:12]=[CH:11][CH:10]=1)[CH2:3][C:4]([O:6][CH2:7][CH3:8])=[O:5].C(C1C(=O)C(Cl)=C(Cl)C(=O)C=1C#N)#N.ClC1C=CC=CN=1.ClC1N=C(C2C=CC=CC=2)C(C(OCC)=O)=CC=1.N[C:55]1[N:60]=[C:59]([NH:61][CH2:62][CH2:63][NH:64][C:65]2[CH:70]=[CH:69]C(C3NC=CN=3)=C(C3C=CC(Cl)=CC=3Cl)[N:66]=2)[CH:58]=[CH:57][C:56]=1[N+:84]([O-:86])=[O:85]. (2) Given the product [Cl:1][C:2]1[CH:3]=[CH:4][C:5]2[CH:9]=[C:8]([S:10]([N:13]3[CH2:18][CH2:17][N:16]([CH2:19][CH:20]4[CH2:21][CH2:22][N:23]([C:26]5[CH:31]=[CH:30][N:29]=[C:28]([NH:38][CH2:37][CH2:35][OH:36])[N:27]=5)[CH2:24][CH2:25]4)[C:15](=[O:33])[CH2:14]3)(=[O:12])=[O:11])[S:7][C:6]=2[CH:34]=1, predict the reactants needed to synthesize it. The reactants are: [Cl:1][C:2]1[CH:3]=[CH:4][C:5]2[CH:9]=[C:8]([S:10]([N:13]3[CH2:18][CH2:17][N:16]([CH2:19][CH:20]4[CH2:25][CH2:24][N:23]([C:26]5[CH:31]=[CH:30][N:29]=[C:28](Cl)[N:27]=5)[CH2:22][CH2:21]4)[C:15](=[O:33])[CH2:14]3)(=[O:12])=[O:11])[S:7][C:6]=2[CH:34]=1.[CH2:35]([CH2:37][NH2:38])[OH:36].